This data is from NCI-60 drug combinations with 297,098 pairs across 59 cell lines. The task is: Regression. Given two drug SMILES strings and cell line genomic features, predict the synergy score measuring deviation from expected non-interaction effect. (1) Drug 1: C1CN1P(=S)(N2CC2)N3CC3. Drug 2: CC1=C(C(CCC1)(C)C)C=CC(=CC=CC(=CC(=O)O)C)C. Cell line: TK-10. Synergy scores: CSS=7.46, Synergy_ZIP=-6.73, Synergy_Bliss=-5.79, Synergy_Loewe=-3.33, Synergy_HSA=-2.86. (2) Drug 1: CCC1(CC2CC(C3=C(CCN(C2)C1)C4=CC=CC=C4N3)(C5=C(C=C6C(=C5)C78CCN9C7C(C=CC9)(C(C(C8N6C)(C(=O)OC)O)OC(=O)C)CC)OC)C(=O)OC)O.OS(=O)(=O)O. Drug 2: C1C(C(OC1N2C=NC(=NC2=O)N)CO)O. Cell line: UACC62. Synergy scores: CSS=1.04, Synergy_ZIP=0.250, Synergy_Bliss=1.68, Synergy_Loewe=-1.18, Synergy_HSA=-0.330. (3) Drug 1: COC1=NC(=NC2=C1N=CN2C3C(C(C(O3)CO)O)O)N. Drug 2: N.N.Cl[Pt+2]Cl. Cell line: MALME-3M. Synergy scores: CSS=46.2, Synergy_ZIP=0.249, Synergy_Bliss=-0.254, Synergy_Loewe=-3.97, Synergy_HSA=2.40. (4) Drug 1: C1=NC2=C(N1)C(=S)N=C(N2)N. Drug 2: C1=CC=C(C=C1)NC(=O)CCCCCCC(=O)NO. Cell line: SK-MEL-2. Synergy scores: CSS=37.4, Synergy_ZIP=-6.54, Synergy_Bliss=-1.86, Synergy_Loewe=-1.82, Synergy_HSA=-1.07. (5) Drug 1: C1CCN(CC1)CCOC2=CC=C(C=C2)C(=O)C3=C(SC4=C3C=CC(=C4)O)C5=CC=C(C=C5)O. Drug 2: CN(C)C1=NC(=NC(=N1)N(C)C)N(C)C. Cell line: OVCAR-4. Synergy scores: CSS=-2.99, Synergy_ZIP=3.37, Synergy_Bliss=4.33, Synergy_Loewe=-2.89, Synergy_HSA=-2.89. (6) Drug 1: CC1=C(C=C(C=C1)C(=O)NC2=CC(=CC(=C2)C(F)(F)F)N3C=C(N=C3)C)NC4=NC=CC(=N4)C5=CN=CC=C5. Drug 2: B(C(CC(C)C)NC(=O)C(CC1=CC=CC=C1)NC(=O)C2=NC=CN=C2)(O)O. Cell line: SK-OV-3. Synergy scores: CSS=8.43, Synergy_ZIP=-4.99, Synergy_Bliss=-0.422, Synergy_Loewe=0.116, Synergy_HSA=-1.41. (7) Synergy scores: CSS=60.3, Synergy_ZIP=-5.76, Synergy_Bliss=-11.1, Synergy_Loewe=-11.0, Synergy_HSA=-10.6. Cell line: MOLT-4. Drug 1: C1=NC2=C(N=C(N=C2N1C3C(C(C(O3)CO)O)F)Cl)N. Drug 2: B(C(CC(C)C)NC(=O)C(CC1=CC=CC=C1)NC(=O)C2=NC=CN=C2)(O)O.